Task: Predict the reactants needed to synthesize the given product.. Dataset: Full USPTO retrosynthesis dataset with 1.9M reactions from patents (1976-2016) The reactants are: [OH:1][C:2]1[CH:7]=[CH:6][C:5]([CH2:8][CH2:9][C:10]([O:12][CH3:13])=[O:11])=[CH:4][CH:3]=1.[C:14]1([CH2:20][CH2:21][CH2:22]O)[CH:19]=[CH:18][CH:17]=[CH:16][CH:15]=1.C1(P(C2C=CC=CC=2)C2C=CC=CC=2)C=CC=CC=1.N(C(OCC)=O)=NC(OCC)=O. Given the product [C:14]1([CH2:20][CH2:21][CH2:22][O:1][C:2]2[CH:3]=[CH:4][C:5]([CH2:8][CH2:9][C:10]([O:12][CH3:13])=[O:11])=[CH:6][CH:7]=2)[CH:19]=[CH:18][CH:17]=[CH:16][CH:15]=1, predict the reactants needed to synthesize it.